Dataset: Forward reaction prediction with 1.9M reactions from USPTO patents (1976-2016). Task: Predict the product of the given reaction. The product is: [Cl:44][C:45]1[CH:50]=[CH:49][C:48]([C:27]2([OH:28])[C:26]3[C:21](=[CH:22][CH:23]=[CH:24][CH:25]=3)[N:20]([CH2:29][C:30]([O:32][CH3:33])=[O:31])[C:19]2=[O:18])=[C:47]([OH:51])[CH:46]=1. Given the reactants BrC1C=CC=C2C=1C(=O)C(=O)N2CCCCC.[O:18]=[C:19]1[C:27](=[O:28])[C:26]2[C:21](=[CH:22][CH:23]=[CH:24][CH:25]=2)[N:20]1[CH2:29][C:30]([O:32][CH3:33])=[O:31].O1C2C=CC(O)=CC=2OC1.[Cl:44][C:45]1[CH:46]=[C:47]([OH:51])[CH:48]=[CH:49][CH:50]=1, predict the reaction product.